The task is: Predict which catalyst facilitates the given reaction.. This data is from Catalyst prediction with 721,799 reactions and 888 catalyst types from USPTO. (1) Reactant: C(O[C:6](=O)[NH:7][CH2:8][C:9]1[CH:14]=[CH:13][CH:12]=[CH:11][C:10]=1[F:15])(C)(C)C.[H-].[Al+3].[Li+].[H-].[H-].[H-].Cl. Product: [F:15][C:10]1[CH:11]=[CH:12][CH:13]=[CH:14][C:9]=1[CH2:8][NH:7][CH3:6]. The catalyst class is: 7. (2) Reactant: C([N:8]1[CH2:13][CH2:12][C:11](=O)[CH2:10][CH2:9]1)(OC(C)(C)C)=O.[C:15]([CH2:17][C:18]1[O:19][C:20]([C:23]2[CH:28]=[CH:27][CH:26]=[CH:25][CH:24]=2)=[N:21][N:22]=1)#[N:16].C[Si]([N-][Si](C)(C)C)(C)C.[Na+]. Product: [C:15]([C:17](=[C:11]1[CH2:10][CH2:9][NH:8][CH2:13][CH2:12]1)[C:18]1[O:19][C:20]([C:23]2[CH:28]=[CH:27][CH:26]=[CH:25][CH:24]=2)=[N:21][N:22]=1)#[N:16]. The catalyst class is: 1. (3) Reactant: Cl[CH2:2][C:3]1[N:4]=[C:5]([C:9]2[CH:14]=[CH:13][CH:12]=[CH:11][CH:10]=2)[S:6][C:7]=1[CH3:8].C(=O)([O-])[O-].[K+].[K+].[O:21]=[CH:22][C:23]1[CH:31]=[CH:30][C:28]([OH:29])=[C:25]([O:26][CH3:27])[CH:24]=1.CN(C)C=O. Product: [CH3:27][O:26][C:25]1[CH:24]=[C:23]([CH:31]=[CH:30][C:28]=1[O:29][CH2:2][C:3]1[N:4]=[C:5]([C:9]2[CH:14]=[CH:13][CH:12]=[CH:11][CH:10]=2)[S:6][C:7]=1[CH3:8])[CH:22]=[O:21]. The catalyst class is: 6. (4) Reactant: C(OC([N:8]1[CH2:13][CH2:12][N:11]([C:14]([C:16]2[CH:21]([C:22]3[CH:27]=[CH:26][CH:25]=[C:24]([Cl:28])[CH:23]=3)[C:20]([C:29]([O:31][CH2:32][CH2:33][CH:34]([C:41]3[CH:46]=[CH:45][CH:44]=[CH:43][CH:42]=3)[C:35]3[CH:40]=[CH:39][CH:38]=[CH:37][CH:36]=3)=[O:30])=[C:19]([CH3:47])[NH:18][C:17]=2[CH3:48])=[O:15])[CH2:10][CH2:9]1)=O)(C)(C)C.FC(F)(F)C([O-])=O. Product: [C:41]1([CH:34]([C:35]2[CH:36]=[CH:37][CH:38]=[CH:39][CH:40]=2)[CH2:33][CH2:32][O:31][C:29](=[O:30])[C:20]2[C:21]([C:22]3[CH:27]=[CH:26][CH:25]=[C:24]([Cl:28])[CH:23]=3)=[C:16]([C:14]([N:11]3[CH2:10][CH2:9][NH:8][CH2:13][CH2:12]3)=[O:15])[C:17]([CH3:48])=[N:18][C:19]=2[CH3:47])[CH:46]=[CH:45][CH:44]=[CH:43][CH:42]=1. The catalyst class is: 4. (5) Reactant: C1(S([N:10]2[C:14]3=[N:15][CH:16]=[C:17]([C:19]#[C:20][CH2:21][O:22][CH3:23])[CH:18]=[C:13]3[CH:12]=[C:11]2[C:24]([C:31]2[CH:36]=[CH:35][C:34]([S:37]([CH3:40])(=[O:39])=[O:38])=[CH:33][CH:32]=2)=[CH:25][CH:26]2[CH2:30][CH2:29][CH2:28][CH2:27]2)(=O)=O)C=CC=CC=1.[F-].C([N+](CCCC)(CCCC)CCCC)CCC. Product: [CH:26]1([CH:25]=[C:24]([C:11]2[NH:10][C:14]3=[N:15][CH:16]=[C:17]([C:19]#[C:20][CH2:21][O:22][CH3:23])[CH:18]=[C:13]3[CH:12]=2)[C:31]2[CH:36]=[CH:35][C:34]([S:37]([CH3:40])(=[O:39])=[O:38])=[CH:33][CH:32]=2)[CH2:30][CH2:29][CH2:28][CH2:27]1. The catalyst class is: 54. (6) Reactant: [CH:1]([C:3]1[S:7][C:6]([C:8]2[CH:16]=[CH:15][C:11]([C:12](O)=[O:13])=[CH:10][CH:9]=2)=[CH:5][CH:4]=1)=[O:2].FC(F)(F)C(OC1C(F)=C(F)C(F)=C(F)C=1F)=O.[CH3:35][NH:36][CH3:37]. Product: [CH:1]([C:3]1[S:7][C:6]([C:8]2[CH:16]=[CH:15][C:11]([C:12]([N:36]([CH3:37])[CH3:35])=[O:13])=[CH:10][CH:9]=2)=[CH:5][CH:4]=1)=[O:2]. The catalyst class is: 6. (7) Reactant: [CH2:1]([O:8][C:9]1[C:10](=[O:17])[CH:11]=[C:12]([CH2:15]O)[O:13][CH:14]=1)[C:2]1[CH:7]=[CH:6][CH:5]=[CH:4][CH:3]=1.O=S(Cl)[Cl:20]. Product: [CH2:1]([O:8][C:9]1[C:10](=[O:17])[CH:11]=[C:12]([CH2:15][Cl:20])[O:13][CH:14]=1)[C:2]1[CH:7]=[CH:6][CH:5]=[CH:4][CH:3]=1. The catalyst class is: 28. (8) Reactant: [Br:1][C:2]1[N:7]=[C:6]([C:8]2[NH:17][C:16](=[O:18])[C:15]3[C:10](=[CH:11][C:12]([F:20])=[CH:13][C:14]=3F)[N:9]=2)[CH:5]=[CH:4][CH:3]=1.[CH3:21][O-:22].[Na+]. Product: [Br:1][C:2]1[N:7]=[C:6]([C:8]2[NH:17][C:16](=[O:18])[C:15]3[C:10](=[CH:11][C:12]([F:20])=[CH:13][C:14]=3[O:22][CH3:21])[N:9]=2)[CH:5]=[CH:4][CH:3]=1. The catalyst class is: 5. (9) Reactant: C([O:4][CH2:5][C:6]1[CH:11]=[N:10][C:9]([NH:12][C:13](=[O:37])[C@@H:14]([C:22]2[CH:27]=[CH:26][C:25]([S:28]([CH:31]3[CH2:33][CH2:32]3)(=[O:30])=[O:29])=[C:24]([CH:34]3[CH2:36][CH2:35]3)[CH:23]=2)[CH2:15][CH:16]2[CH2:21][CH2:20][O:19][CH2:18][CH2:17]2)=[CH:8][N:7]=1)(=O)C.[OH-].[Na+].Cl. Product: [CH:34]1([C:24]2[CH:23]=[C:22]([C@@H:14]([CH2:15][CH:16]3[CH2:17][CH2:18][O:19][CH2:20][CH2:21]3)[C:13]([NH:12][C:9]3[CH:8]=[N:7][C:6]([CH2:5][OH:4])=[CH:11][N:10]=3)=[O:37])[CH:27]=[CH:26][C:25]=2[S:28]([CH:31]2[CH2:32][CH2:33]2)(=[O:29])=[O:30])[CH2:36][CH2:35]1. The catalyst class is: 5. (10) Reactant: [Br:1][C:2]1[C:6]2[N:7]=[C:8](Cl)[N:9]=[C:10]([C:11]3[O:12][CH:13]=[CH:14][CH:15]=3)[C:5]=2[S:4][CH:3]=1.[CH2:17]([CH2:19][NH2:20])[OH:18].O. Product: [Br:1][C:2]1[C:6]2[N:7]=[C:8]([NH:20][CH2:19][CH2:17][OH:18])[N:9]=[C:10]([C:11]3[O:12][CH:13]=[CH:14][CH:15]=3)[C:5]=2[S:4][CH:3]=1. The catalyst class is: 60.